From a dataset of Peptide-MHC class II binding affinity with 134,281 pairs from IEDB. Regression. Given a peptide amino acid sequence and an MHC pseudo amino acid sequence, predict their binding affinity value. This is MHC class II binding data. The peptide sequence is AEFLENFVRSSNLKF. The MHC is HLA-DPA10301-DPB10402 with pseudo-sequence HLA-DPA10301-DPB10402. The binding affinity (normalized) is 0.371.